Dataset: Catalyst prediction with 721,799 reactions and 888 catalyst types from USPTO. Task: Predict which catalyst facilitates the given reaction. Reactant: CO[C:3](=[O:13])[CH:4](O)[C:5]1[CH:10]=[CH:9][C:8]([Br:11])=[CH:7][CH:6]=1.[CH3:14][C:15]1[CH:20]=[CH:19][C:18]([SH:21])=[CH:17][CH:16]=1.[NH2:22][C:23]1[CH:28]=[CH:27][CH:26]=[CH:25][N:24]=1. Product: [Br:11][C:8]1[CH:7]=[CH:6][C:5]([CH:4]([S:21][C:18]2[CH:19]=[CH:20][C:15]([CH3:14])=[CH:16][CH:17]=2)[C:3]([NH:22][C:23]2[CH:28]=[CH:27][CH:26]=[CH:25][N:24]=2)=[O:13])=[CH:10][CH:9]=1. The catalyst class is: 1.